From a dataset of Full USPTO retrosynthesis dataset with 1.9M reactions from patents (1976-2016). Predict the reactants needed to synthesize the given product. (1) Given the product [O:23]1[CH2:27][CH2:26][CH:25]([CH2:28][NH:29][C:19]([C:16]2[CH:15]=[C:14]([CH2:13][CH2:12][CH2:11][C:2]3[CH:3]=[CH:4][C:5]4[C:10](=[CH:9][CH:8]=[CH:7][CH:6]=4)[CH:1]=3)[O:18][N:17]=2)=[O:21])[CH2:24]1, predict the reactants needed to synthesize it. The reactants are: [CH:1]1[C:10]2[C:5](=[CH:6][CH:7]=[CH:8][CH:9]=2)[CH:4]=[CH:3][C:2]=1[CH2:11][CH2:12][CH2:13][C:14]1[O:18][N:17]=[C:16]([C:19]([OH:21])=O)[CH:15]=1.Cl.[O:23]1[CH2:27][CH2:26][CH:25]([CH2:28][NH2:29])[CH2:24]1.C(N(CC)CC)C.ON1C2C=CC=CC=2N=N1.Cl.C(N=C=NCCCN(C)C)C. (2) The reactants are: [Br:1][C:2]1[CH:3]=[C:4]2[C:8](=[CH:9][CH:10]=1)[NH:7][C:6](=[O:11])[CH2:5]2.[CH3:12][C:13]1[C:21]2[C:16](=[CH:17][CH:18]=[CH:19][CH:20]=2)[NH:15][C:14]=1[CH:22]=O.N1CCCCC1. Given the product [Br:1][C:2]1[CH:3]=[C:4]2[C:8](=[CH:9][CH:10]=1)[NH:7][C:6](=[O:11])[C:5]2=[CH:22][C:14]1[NH:15][C:16]2[C:21]([C:13]=1[CH3:12])=[CH:20][CH:19]=[CH:18][CH:17]=2, predict the reactants needed to synthesize it. (3) The reactants are: C([O:5][C:6](=[O:20])[CH2:7][NH:8][CH2:9][C:10]1[CH:15]=[CH:14][C:13]([N+:16]([O-:18])=[O:17])=[CH:12][C:11]=1[NH2:19])(C)(C)C.[C:21](O)([C:23]([F:26])([F:25])[F:24])=[O:22]. Given the product [NH2:19][C:11]1[CH:12]=[C:13]([N+:16]([O-:18])=[O:17])[CH:14]=[CH:15][C:10]=1[CH2:9][N:8]([CH2:7][C:6]([OH:5])=[O:20])[C:21](=[O:22])[C:23]([F:26])([F:25])[F:24], predict the reactants needed to synthesize it. (4) Given the product [Cl:1][C:2]1[C:3](=[O:4])[N:22]([C:18]2[CH:17]=[C:16]([C:11]([CH3:15])([CH3:10])[CH2:12][CH:13]=[CH2:14])[N:20]([CH3:21])[N:19]=2)[C:5](=[O:8])[C:6]=1[CH3:7], predict the reactants needed to synthesize it. The reactants are: [Cl:1][C:2]1[C:3](=O)[O:4][C:5](=[O:8])[C:6]=1[CH3:7].[CH3:10][C:11]([C:16]1[N:20]([CH3:21])[N:19]=[C:18]([NH2:22])[CH:17]=1)([CH3:15])[CH2:12][CH:13]=[CH2:14].C(OCC)(=O)C.C(=O)([O-])O.[Na+].